From a dataset of Forward reaction prediction with 1.9M reactions from USPTO patents (1976-2016). Predict the product of the given reaction. (1) Given the reactants CC(OI1(OC(C)=O)(OC(C)=O)OC(=O)C2C1=CC=CC=2)=O.[OH:23][CH2:24][C@H:25]1[CH2:29][CH2:28][S:27](=[O:31])(=[O:30])[N:26]1[CH2:32][CH2:33][CH2:34][C:35]1[S:39][C:38]([C:40]([O:42][CH3:43])=[O:41])=[CH:37][CH:36]=1, predict the reaction product. The product is: [CH:24]([C@H:25]1[CH2:29][CH2:28][S:27](=[O:31])(=[O:30])[N:26]1[CH2:32][CH2:33][CH2:34][C:35]1[S:39][C:38]([C:40]([O:42][CH3:43])=[O:41])=[CH:37][CH:36]=1)=[O:23]. (2) The product is: [OH:14][C:11]1[CH:12]=[CH:13][C:4]([C:3]([O:2][CH3:1])=[O:15])=[CH:5][C:6]=1[C:7]([OH:9])=[O:8]. Given the reactants [CH3:1][O:2][C:3](=[O:15])[C:4]1[CH:13]=[CH:12][C:11]([OH:14])=[C:6]([C:7]([O:9]C)=[O:8])[CH:5]=1, predict the reaction product. (3) Given the reactants [Cl:1][C:2]1[CH:6]=[CH:5][N:4]([CH3:7])[C:3]=1[C:8]([O:10][CH3:11])=[O:9].[Cl:12][S:13](O)(=[O:15])=[O:14], predict the reaction product. The product is: [Cl:1][C:2]1[C:6]([S:13]([Cl:12])(=[O:15])=[O:14])=[CH:5][N:4]([CH3:7])[C:3]=1[C:8]([O:10][CH3:11])=[O:9]. (4) Given the reactants ClC1C=C(C=CC=1)C(OO)=O.[CH2:12]([O:19][C:20]1[CH:21]=[CH:22][C:23]2[C:24]3[N:32]([CH2:33][CH:34]4[CH2:39][CH2:38][O:37][CH2:36][CH2:35]4)[C:31]([CH2:40][Cl:41])=[N:30][C:25]=3[CH:26]=[N:27][C:28]=2[CH:29]=1)[C:13]1[CH:18]=[CH:17][CH:16]=[CH:15][CH:14]=1.[OH-].[NH4+:43].C1(C)C=CC(S(Cl)(=O)=O)=CC=1.C(=O)([O-])[O-].[Na+].[Na+], predict the reaction product. The product is: [CH2:12]([O:19][C:20]1[CH:21]=[CH:22][C:23]2[C:24]3[N:32]([CH2:33][CH:34]4[CH2:39][CH2:38][O:37][CH2:36][CH2:35]4)[C:31]([CH2:40][Cl:41])=[N:30][C:25]=3[C:26]([NH2:43])=[N:27][C:28]=2[CH:29]=1)[C:13]1[CH:18]=[CH:17][CH:16]=[CH:15][CH:14]=1. (5) Given the reactants [C:1]([O:5][C:6]([N:8]1[CH2:16][C:15]2[C:10](=[CH:11][CH:12]=[CH:13][C:14]=2[NH:17][CH2:18][C:19]([O:21]CC)=[O:20])[CH2:9]1)=[O:7])([CH3:4])([CH3:3])[CH3:2].[Li+].[OH-].Cl, predict the reaction product. The product is: [C:1]([O:5][C:6]([N:8]1[CH2:16][C:15]2[C:10](=[CH:11][CH:12]=[CH:13][C:14]=2[NH:17][CH2:18][C:19]([OH:21])=[O:20])[CH2:9]1)=[O:7])([CH3:4])([CH3:2])[CH3:3].